From a dataset of Reaction yield outcomes from USPTO patents with 853,638 reactions. Predict the reaction yield, written as a fraction of the theoretical maximum amount of product (1.0 means a 100% yield; for example, 0.34 means a 34% yield). The product is [F:32][C:33]1([F:43])[CH2:38][CH2:37][N:36]([C:39](=[O:27])[CH2:40][N:8]2[C:9](=[O:11])[C:10]3[C:2]([CH3:1])=[C:3]([C:12]([N:14]4[CH2:19][CH2:18][N:17]([C:20]5[CH:25]=[CH:24][CH:23]=[CH:22][CH:21]=5)[CH2:16][CH2:15]4)=[O:13])[S:4][C:5]=3[N:6]=[CH:7]2)[CH2:35][CH2:34]1. The catalyst is CC#N. The yield is 0.500. The reactants are [CH3:1][C:2]1[C:10]2[C:9](=[O:11])[NH:8][CH:7]=[N:6][C:5]=2[S:4][C:3]=1[C:12]([N:14]1[CH2:19][CH2:18][N:17]([C:20]2[CH:25]=[CH:24][CH:23]=[CH:22][CH:21]=2)[CH2:16][CH2:15]1)=[O:13].C([O-])([O-])=[O:27].[K+].[K+].[F:32][C:33]1([F:43])[CH2:38][CH2:37][N:36]([CH2:39][C:40](Cl)=O)[CH2:35][CH2:34]1.